From a dataset of Forward reaction prediction with 1.9M reactions from USPTO patents (1976-2016). Predict the product of the given reaction. (1) Given the reactants [Br:1][C:2]1[CH:3]=[C:4]([OH:9])[C:5]([CH3:8])=[N:6][CH:7]=1.C([O-])([O-])=O.[K+].[K+].I[CH2:17][CH3:18], predict the reaction product. The product is: [Br:1][C:2]1[CH:3]=[C:4]([O:9][CH2:17][CH3:18])[C:5]([CH3:8])=[N:6][CH:7]=1. (2) Given the reactants [CH3:1][C:2]1[CH:11]=[CH:10][C:9]2[C:4](=[CH:5][CH:6]=[C:7]3[O:15][CH2:14][C@H:13]([CH2:16]OS(C4C=CC(Br)=CC=4)(=O)=O)[O:12][C:8]3=2)[N:3]=1.[NH:28]1[CH2:33][CH:32]=[C:31]([C:34]2[C:42]3[C:37](=[CH:38][CH:39]=[CH:40][CH:41]=3)[NH:36][CH:35]=2)[CH2:30][CH2:29]1.C(N(C(C)C)CC)(C)C.CO, predict the reaction product. The product is: [NH:36]1[C:37]2[C:42](=[CH:41][CH:40]=[CH:39][CH:38]=2)[C:34]([C:31]2[CH2:32][CH2:33][N:28]([CH2:16][C@@H:13]3[O:12][C:8]4=[C:9]5[C:4](=[CH:5][CH:6]=[C:7]4[O:15][CH2:14]3)[N:3]=[C:2]([CH3:1])[CH:11]=[CH:10]5)[CH2:29][CH:30]=2)=[CH:35]1. (3) Given the reactants BrC1C=CC(O)=C(C2C=[CH:16][C:15]3[C:10](=[CH:11][CH:12]=[C:13]([C:18]4[N:22]([CH:23]5[CH2:28][CH2:27][CH2:26][CH2:25][CH2:24]5)[C:21]5[CH:29]=[CH:30][C:31]([C:33]([OH:35])=[O:34])=[CH:32][C:20]=5[N:19]=4)[CH:14]=3)[N:9]=2)C=1.C(OC(C1C=CC2N(C3CCCCC3)C(C3C=CC(N)=C(C=O)C=3)=NC=2C=1)=O)C.[OH:66][C:67]1[CH:68]=[C:69]([C:74](=O)[CH3:75])[CH:70]=[C:71]([OH:73])[CH:72]=1.[OH-].[K+], predict the reaction product. The product is: [CH:23]1([N:22]2[C:21]3[CH:29]=[CH:30][C:31]([C:33]([OH:35])=[O:34])=[CH:32][C:20]=3[N:19]=[C:18]2[C:13]2[CH:14]=[C:15]3[C:10](=[CH:11][CH:12]=2)[N:9]=[C:74]([C:69]2[CH:68]=[C:67]([OH:66])[CH:72]=[C:71]([OH:73])[CH:70]=2)[CH:75]=[CH:16]3)[CH2:24][CH2:25][CH2:26][CH2:27][CH2:28]1.